Dataset: Forward reaction prediction with 1.9M reactions from USPTO patents (1976-2016). Task: Predict the product of the given reaction. (1) Given the reactants [OH:1][NH:2][C:3](=[O:24])[C:4]([OH:23])([CH3:22])[CH2:5][S:6]([C:9]1[CH:14]=[CH:13][C:12]([O:15][C:16]2[CH:21]=[CH:20][CH:19]=[CH:18][CH:17]=2)=[CH:11][CH:10]=1)(=[O:8])=[O:7].C(O)(C)C, predict the reaction product. The product is: [OH:1][NH:2][C:3](=[O:24])[C@@:4]([OH:23])([CH3:22])[CH2:5][S:6]([C:9]1[CH:10]=[CH:11][C:12]([O:15][C:16]2[CH:17]=[CH:18][CH:19]=[CH:20][CH:21]=2)=[CH:13][CH:14]=1)(=[O:7])=[O:8]. (2) Given the reactants Br[C:2]1[CH:3]=[CH:4][C:5]([C:8]#[C:9][Si:10]([C:13]([CH3:16])([CH3:15])[CH3:14])([CH3:12])[CH3:11])=[N:6][CH:7]=1.CO.[C:19]1([CH3:28])[CH:24]=[CH:23][C:22](B(O)O)=[CH:21][CH:20]=1.C([O-])([O-])=O.[Na+].[Na+], predict the reaction product. The product is: [Si:10]([C:9]#[C:8][C:5]1[CH:4]=[CH:3][C:2]([C:22]2[CH:23]=[CH:24][C:19]([CH3:28])=[CH:20][CH:21]=2)=[CH:7][N:6]=1)([C:13]([CH3:16])([CH3:15])[CH3:14])([CH3:12])[CH3:11]. (3) The product is: [O:22]1[CH:23]=[CH:24][CH:25]=[C:21]1[C:8]1[N:9]=[C:10]([NH:12][CH3:13])[S:11][C:7]=1[C:5]([CH2:4][O:3][CH2:1][CH3:2])=[O:6]. Given the reactants [CH2:1]([O:3][CH2:4][C:5]([C:7]1[S:11][C:10]([N:12](C)[C:13](=O)OC(C)(C)C)=[N:9][C:8]=1[C:21]1[O:22][CH:23]=[CH:24][CH:25]=1)=[O:6])[CH3:2], predict the reaction product. (4) Given the reactants [CH2:1]([O:3][CH2:4][CH2:5][O:6][C:7]1[C:12]([CH3:13])=[C:11]([CH3:14])[C:10]([C:15]2[CH:20]=[CH:19][CH:18]=[C:17]([CH2:21][NH:22][C:23]3[CH:28]=[CH:27][C:26]([CH2:29][CH2:30][C:31]([O:33]CC)=[O:32])=[C:25]([F:36])[CH:24]=3)[CH:16]=2)=[C:9]([CH3:37])[C:8]=1[CH3:38])[CH3:2].[OH-].[Na+].[ClH:41].Cl.C(OCC)(=O)C, predict the reaction product. The product is: [ClH:41].[CH2:1]([O:3][CH2:4][CH2:5][O:6][C:7]1[C:8]([CH3:38])=[C:9]([CH3:37])[C:10]([C:15]2[CH:20]=[CH:19][CH:18]=[C:17]([CH2:21][NH:22][C:23]3[CH:28]=[CH:27][C:26]([CH2:29][CH2:30][C:31]([OH:33])=[O:32])=[C:25]([F:36])[CH:24]=3)[CH:16]=2)=[C:11]([CH3:14])[C:12]=1[CH3:13])[CH3:2]. (5) Given the reactants Cl.[F:2][C:3]1[CH:16]=[CH:15][C:6]([C:7]([CH:9]2[CH2:14][CH2:13][NH:12][CH2:11][CH2:10]2)=[O:8])=[CH:5][CH:4]=1.C(N(CC)CC)C.CN(C1C=CC=CN=1)C.[C:33]([O:37][C:38](O[C:38]([O:37][C:33]([CH3:36])([CH3:35])[CH3:34])=[O:39])=[O:39])([CH3:36])([CH3:35])[CH3:34], predict the reaction product. The product is: [C:33]([O:37][C:38]([N:12]1[CH2:13][CH2:14][CH:9]([C:7](=[O:8])[C:6]2[CH:5]=[CH:4][C:3]([F:2])=[CH:16][CH:15]=2)[CH2:10][CH2:11]1)=[O:39])([CH3:36])([CH3:35])[CH3:34]. (6) Given the reactants Cl.[NH:2]([C:9]1[C:14]([Cl:15])=[CH:13][N:12]=[C:11](Cl)[N:10]=1)[C:3]1[CH:8]=[CH:7][CH:6]=[CH:5][CH:4]=1.[NH2:17][C:18]1[CH:26]=[CH:25][C:21]([C:22]([OH:24])=[O:23])=[CH:20][CH:19]=1.CC(C)=O, predict the reaction product. The product is: [NH:2]([C:9]1[C:14]([Cl:15])=[CH:13][N:12]=[C:11]([NH:17][C:18]2[CH:26]=[CH:25][C:21]([C:22]([OH:24])=[O:23])=[CH:20][CH:19]=2)[N:10]=1)[C:3]1[CH:8]=[CH:7][CH:6]=[CH:5][CH:4]=1. (7) Given the reactants [CH3:1][N:2]1[CH:7]=[C:6](B2OC(C)(C)C(C)(C)O2)[CH:5]=[C:4]([NH:17][C:18]2[CH:23]=[CH:22][C:21]([N:24]3[CH2:29][CH2:28][N:27]([CH:30]4[CH2:33][O:32][CH2:31]4)[CH2:26][C@@H:25]3[CH3:34])=[CH:20][N:19]=2)[C:3]1=[O:35].Br[C:37]1[C:42]([CH:43]=[O:44])=[C:41]([Cl:45])[N:40]=[CH:39][CH:38]=1.[O-]P([O-])([O-])=O.[K+].[K+].[K+].C([O-])(=O)C.[Na+], predict the reaction product. The product is: [Cl:45][C:41]1[N:40]=[CH:39][CH:38]=[C:37]([C:6]2[CH:5]=[C:4]([NH:17][C:18]3[CH:23]=[CH:22][C:21]([N:24]4[CH2:29][CH2:28][N:27]([CH:30]5[CH2:33][O:32][CH2:31]5)[CH2:26][C@@H:25]4[CH3:34])=[CH:20][N:19]=3)[C:3](=[O:35])[N:2]([CH3:1])[CH:7]=2)[C:42]=1[CH:43]=[O:44]. (8) Given the reactants [CH3:1][CH:2]([CH3:17])[CH2:3][C@H:4]([NH:12][S:13]([CH3:16])(=[O:15])=[O:14])[C:5]([O:7]C(C)(C)C)=[O:6], predict the reaction product. The product is: [CH3:1][CH:2]([CH3:17])[CH2:3][C@H:4]([NH:12][S:13]([CH3:16])(=[O:15])=[O:14])[C:5]([OH:7])=[O:6]. (9) Given the reactants [Cl:1][C:2]1[CH:7]=[CH:6][C:5]([C@H:8]([C:21]([N:23]2[CH2:28][CH2:27][N:26]([C:29]3[CH:34]=[CH:33][N:32]=[C:31]4[NH:35][CH:36]=[C:37]([NH:38][C:39](=[O:46])[C:40]5[CH:45]=[CH:44][CH:43]=[N:42][CH:41]=5)[C:30]=34)[CH2:25][CH2:24]2)=[O:22])[CH2:9][N:10]([CH:18]([CH3:20])[CH3:19])C(=O)OC(C)(C)C)=[CH:4][CH:3]=1.C(O)(C(F)(F)F)=O.C1(N)C(F)=C(F)C(F)=C(N)C=1F.Cl.Cl, predict the reaction product. The product is: [Cl:1][C:2]1[CH:3]=[CH:4][C:5]([C@@H:8]([CH2:9][NH:10][CH:18]([CH3:20])[CH3:19])[C:21]([N:23]2[CH2:24][CH2:25][N:26]([C:29]3[CH:34]=[CH:33][N:32]=[C:31]4[NH:35][CH:36]=[C:37]([NH:38][C:39](=[O:46])[C:40]5[CH:45]=[CH:44][CH:43]=[N:42][CH:41]=5)[C:30]=34)[CH2:27][CH2:28]2)=[O:22])=[CH:6][CH:7]=1. (10) Given the reactants [OH:1][C@H:2]1[CH2:6][NH:5][C:4](=[O:7])[CH2:3]1.N1C=CN=C1.[CH3:13][C:14]([Si:17](Cl)([CH3:19])[CH3:18])([CH3:16])[CH3:15].O, predict the reaction product. The product is: [Si:17]([O:1][C@H:2]1[CH2:6][NH:5][C:4](=[O:7])[CH2:3]1)([C:14]([CH3:16])([CH3:15])[CH3:13])([CH3:19])[CH3:18].